Task: Regression. Given two drug SMILES strings and cell line genomic features, predict the synergy score measuring deviation from expected non-interaction effect.. Dataset: NCI-60 drug combinations with 297,098 pairs across 59 cell lines (1) Cell line: COLO 205. Drug 2: CC12CCC3C(C1CCC2O)C(CC4=C3C=CC(=C4)O)CCCCCCCCCS(=O)CCCC(C(F)(F)F)(F)F. Synergy scores: CSS=18.4, Synergy_ZIP=2.11, Synergy_Bliss=4.26, Synergy_Loewe=7.07, Synergy_HSA=3.35. Drug 1: CCN(CC)CCNC(=O)C1=C(NC(=C1C)C=C2C3=C(C=CC(=C3)F)NC2=O)C. (2) Drug 1: CC(C1=C(C=CC(=C1Cl)F)Cl)OC2=C(N=CC(=C2)C3=CN(N=C3)C4CCNCC4)N. Drug 2: CC1CCC2CC(C(=CC=CC=CC(CC(C(=O)C(C(C(=CC(C(=O)CC(OC(=O)C3CCCCN3C(=O)C(=O)C1(O2)O)C(C)CC4CCC(C(C4)OC)O)C)C)O)OC)C)C)C)OC. Cell line: HOP-62. Synergy scores: CSS=29.0, Synergy_ZIP=5.86, Synergy_Bliss=8.56, Synergy_Loewe=-17.3, Synergy_HSA=7.43. (3) Drug 1: CNC(=O)C1=CC=CC=C1SC2=CC3=C(C=C2)C(=NN3)C=CC4=CC=CC=N4. Drug 2: COC1=CC(=CC(=C1O)OC)C2C3C(COC3=O)C(C4=CC5=C(C=C24)OCO5)OC6C(C(C7C(O6)COC(O7)C8=CC=CS8)O)O. Cell line: SK-OV-3. Synergy scores: CSS=5.17, Synergy_ZIP=-5.28, Synergy_Bliss=-3.18, Synergy_Loewe=-14.3, Synergy_HSA=-4.68.